Dataset: Catalyst prediction with 721,799 reactions and 888 catalyst types from USPTO. Task: Predict which catalyst facilitates the given reaction. Reactant: [F:1][CH:2]1[CH2:5][N:4]([C:6](=[O:42])[C@H:7]([NH:11][C:12]([C:14]2[C:22]3[C:17](=[N:18][CH:19]=[C:20]([C:23]4[C:31]5[C:26](=[CH:27][C:28]([Cl:32])=[CH:29][CH:30]=5)[N:25]([CH3:33])[N:24]=4)[N:21]=3)[N:16](COCC[Si](C)(C)C)[CH:15]=2)=[O:13])[CH2:8][O:9][CH3:10])[CH2:3]1.C(O)(C(F)(F)F)=O.C(N)CN. The catalyst class is: 4. Product: [F:1][CH:2]1[CH2:3][N:4]([C:6](=[O:42])[C@H:7]([NH:11][C:12]([C:14]2[C:22]3[C:17](=[N:18][CH:19]=[C:20]([C:23]4[C:31]5[C:26](=[CH:27][C:28]([Cl:32])=[CH:29][CH:30]=5)[N:25]([CH3:33])[N:24]=4)[N:21]=3)[NH:16][CH:15]=2)=[O:13])[CH2:8][O:9][CH3:10])[CH2:5]1.